This data is from Reaction yield outcomes from USPTO patents with 853,638 reactions. The task is: Predict the reaction yield, written as a fraction of the theoretical maximum amount of product (1.0 means a 100% yield; for example, 0.34 means a 34% yield). (1) The product is [CH2:33]([O:32][C:30]([C:29]1[CH:28]=[C:27]([CH:42]=[CH:41][CH:40]=1)[CH2:26][N:8]1[C:43](=[O:44])[C:10]2([CH2:11][CH2:12][N:13]([C:16]([O:18][C:19]([CH3:22])([CH3:20])[CH3:21])=[O:17])[CH2:14][CH2:15]2)[N:6]([C:5]2[CH:23]=[CH:24][CH:2]=[CH:3][CH:4]=2)[CH2:7]1)=[O:31])[C:34]1[CH:39]=[CH:38][CH:37]=[CH:36][CH:35]=1. The catalyst is CN(C)C=O. The yield is 0.856. The reactants are Cl[C:2]1[CH:24]=[CH:23][C:5]2[N:6]([CH:10]3[CH2:15][CH2:14][N:13]([C:16]([O:18][C:19]([CH3:22])([CH3:21])[CH3:20])=[O:17])[CH2:12][CH2:11]3)[C:7](=O)[NH:8][C:4]=2[CH:3]=1.Cl[CH2:26][C:27]1[CH:28]=[C:29]([CH:40]=[CH:41][CH:42]=1)[C:30]([O:32][CH2:33][C:34]1[CH:39]=[CH:38][CH:37]=[CH:36][CH:35]=1)=[O:31].[C:43](=O)([O-])[O-:44].[K+].[K+]. (2) The reactants are [CH3:1][O:2][C:3]1[CH:4]=[C:5]([C:9]([CH3:19])([CH3:18])[CH2:10][CH:11]([OH:17])[C:12]([O:14][CH2:15][CH3:16])=[O:13])[CH:6]=[CH:7][CH:8]=1.CS(C)=O.C(N(CC)CC)C. The catalyst is ClCCl. The product is [CH2:15]([O:14][C:12](=[O:13])[C:11](=[O:17])[CH2:10][C:9]([C:5]1[CH:6]=[CH:7][CH:8]=[C:3]([O:2][CH3:1])[CH:4]=1)([CH3:19])[CH3:18])[CH3:16]. The yield is 0.753. (3) The reactants are [C:1]([O:5][C:6]1[CH:13]=[CH:12][C:9]([CH:10]=O)=[CH:8][CH:7]=1)([CH3:4])([CH3:3])[CH3:2].[NH:14]1[CH2:20][C:18](=[O:19])[NH:17][C:15]1=[O:16].NCC(O)C. The catalyst is O. The product is [C:1]([O:5][C:6]1[CH:13]=[CH:12][C:9]([CH:10]=[C:20]2[NH:14][C:15](=[O:16])[NH:17][C:18]2=[O:19])=[CH:8][CH:7]=1)([CH3:4])([CH3:3])[CH3:2]. The yield is 0.980. (4) The reactants are [Cl:1][C:2]1[CH:7]=[CH:6][CH:5]=[C:4]([CH:8]=[CH2:9])[C:3]=1[OH:10].[C:11]([O-])([O-])=O.[K+].[K+].CCO[CH2:20][CH3:21]. The catalyst is CN(C=O)C. The product is [Cl:1][C:2]1[CH:7]=[CH:6][CH:5]=[C:4]([CH:8]=[CH2:9])[C:3]=1[O:10][CH:20]([CH3:21])[CH3:11]. The yield is 0.820.